From a dataset of Full USPTO retrosynthesis dataset with 1.9M reactions from patents (1976-2016). Predict the reactants needed to synthesize the given product. (1) Given the product [CH3:20][C:13]1([CH3:19])[C:12]2[CH:11]=[C:10]3[NH:21][C:7]([C:3]4[C:2]([NH:1][S:28]([C:22]5[CH:27]=[CH:26][CH:25]=[CH:24][CH:23]=5)(=[O:30])=[O:29])=[CH:6][NH:5][N:4]=4)=[N:8][C:9]3=[CH:17][C:16]=2[NH:15][C:14]1=[O:18], predict the reactants needed to synthesize it. The reactants are: [NH2:1][C:2]1[C:3]([C:7]2[NH:21][C:10]3=[CH:11][C:12]4[C:13]([CH3:20])([CH3:19])[C:14](=[O:18])[NH:15][C:16]=4[CH:17]=[C:9]3[N:8]=2)=[N:4][NH:5][CH:6]=1.[C:22]1([S:28](Cl)(=[O:30])=[O:29])[CH:27]=[CH:26][CH:25]=[CH:24][CH:23]=1. (2) The reactants are: Cl.[O:2]1[C:6]2[CH:7]=[CH:8][CH:9]=[C:10]([CH:11]3[CH2:16][CH2:15][N:14]([CH2:17][CH2:18][C@H:19]4[CH2:24][CH2:23][C@H:22]([NH2:25])[CH2:21][CH2:20]4)[CH2:13][CH2:12]3)[C:5]=2[O:4][CH2:3]1.[O:26]1[C:31]2[CH:32]=[CH:33][C:34]([C:36](O)=[O:37])=[CH:35][C:30]=2[O:29][CH2:28][CH2:27]1. Given the product [O:2]1[C:6]2[CH:7]=[CH:8][CH:9]=[C:10]([CH:11]3[CH2:16][CH2:15][N:14]([CH2:17][CH2:18][C@H:19]4[CH2:20][CH2:21][C@H:22]([NH:25][C:36]([C:34]5[CH:33]=[CH:32][C:31]6[O:26][CH2:27][CH2:28][O:29][C:30]=6[CH:35]=5)=[O:37])[CH2:23][CH2:24]4)[CH2:13][CH2:12]3)[C:5]=2[O:4][CH2:3]1, predict the reactants needed to synthesize it. (3) Given the product [CH2:36]([N:43]1[CH2:47][C@H:46]2[C@@H:48]([NH:51][C:4](=[O:6])[CH:3]([C:7]3[CH:12]=[CH:11][CH:10]=[CH:9][CH:8]=3)[CH:2]([CH3:1])[CH3:13])[CH2:49][CH2:50][C@H:45]2[CH2:44]1)[C:37]1[CH:38]=[CH:39][CH:40]=[CH:41][CH:42]=1, predict the reactants needed to synthesize it. The reactants are: [CH3:1][CH:2]([CH3:13])[CH:3]([C:7]1[CH:12]=[CH:11][CH:10]=[CH:9][CH:8]=1)[C:4]([OH:6])=O.O.ON1C2C=CC=CC=2N=N1.CN(C)CCCN=C=NCC.[CH2:36]([N:43]1[CH2:47][C@H:46]2[C@@H:48]([NH2:51])[CH2:49][CH2:50][C@H:45]2[CH2:44]1)[C:37]1[CH:42]=[CH:41][CH:40]=[CH:39][CH:38]=1.